This data is from Forward reaction prediction with 1.9M reactions from USPTO patents (1976-2016). The task is: Predict the product of the given reaction. (1) Given the reactants Br[CH2:2][C:3]1[CH:8]=[CH:7][CH:6]=[C:5]([N+:9]([O-:11])=[O:10])[CH:4]=1.[NH:12]1[CH2:16][CH2:15][CH2:14][CH2:13]1.C([O-])([O-])=O.[K+].[K+], predict the reaction product. The product is: [N+:9]([C:5]1[CH:4]=[C:3]([CH:8]=[CH:7][CH:6]=1)[CH2:2][N:12]1[CH2:16][CH2:15][CH2:14][CH2:13]1)([O-:11])=[O:10]. (2) Given the reactants [Cl:1][C:2]1[CH:10]=[C:9]2[C:5]([C:6]([C:16](=[O:21])C(F)(F)F)=[CH:7][N:8]2[CH2:11][CH2:12][CH:13]([CH3:15])[CH3:14])=[CH:4][CH:3]=1.[OH-:22].[Na+], predict the reaction product. The product is: [Cl:1][C:2]1[CH:10]=[C:9]2[C:5]([C:6]([C:16]([OH:21])=[O:22])=[CH:7][N:8]2[CH2:11][CH2:12][CH:13]([CH3:14])[CH3:15])=[CH:4][CH:3]=1. (3) Given the reactants [O:1]=[C:2]1[N:7]2[N:8]=[CH:9][C:10]([C:11]3[CH:16]=[CH:15][CH:14]=[CH:13][N:12]=3)=[C:6]2[NH:5][C:4]([C:17]2[CH:26]=[CH:25][C:20]([C:21]([NH:23][NH2:24])=[O:22])=[CH:19][CH:18]=2)=[CH:3]1.[CH3:27]C1C=CC(S(O)(=O)=O)=CC=1.C(OCC)(OCC)OCC, predict the reaction product. The product is: [O:22]1[CH:27]=[N:24][N:23]=[C:21]1[C:20]1[CH:25]=[CH:26][C:17]([C:4]2[NH:5][C:6]3[N:7]([N:8]=[CH:9][C:10]=3[C:11]3[CH:16]=[CH:15][CH:14]=[CH:13][N:12]=3)[C:2](=[O:1])[CH:3]=2)=[CH:18][CH:19]=1. (4) The product is: [CH3:1][O:2][C:3]1[CH:8]=[C:7]([C:9]([F:11])([F:10])[F:12])[CH:6]=[CH:5][C:4]=1[N:13]1[C:18](=[O:19])[C:17]([CH3:43])([CH3:20])[O:16][C:15]2[CH:21]=[C:22]([S:25]([NH:28][C:29]3[S:30][CH:31]=[CH:32][N:33]=3)(=[O:26])=[O:27])[CH:23]=[CH:24][C:14]1=2. Given the reactants [CH3:1][O:2][C:3]1[CH:8]=[C:7]([C:9]([F:12])([F:11])[F:10])[CH:6]=[CH:5][C:4]=1[N:13]1[C:18](=[O:19])[CH:17]([CH3:20])[O:16][C:15]2[CH:21]=[C:22]([S:25]([N:28](CC3C=CC(OC)=CC=3)[C:29]3[S:30][CH:31]=[CH:32][N:33]=3)(=[O:27])=[O:26])[CH:23]=[CH:24][C:14]1=2.[CH3:43][Si]([N-][Si](C)(C)C)(C)C.[Li+].CI.[Cl-].[NH4+].FC(F)(F)C(O)=O, predict the reaction product.